From a dataset of NCI-60 drug combinations with 297,098 pairs across 59 cell lines. Regression. Given two drug SMILES strings and cell line genomic features, predict the synergy score measuring deviation from expected non-interaction effect. (1) Drug 1: CN(CCCl)CCCl.Cl. Drug 2: CCN(CC)CCCC(C)NC1=C2C=C(C=CC2=NC3=C1C=CC(=C3)Cl)OC. Cell line: HOP-62. Synergy scores: CSS=15.8, Synergy_ZIP=-12.3, Synergy_Bliss=-4.74, Synergy_Loewe=-10.2, Synergy_HSA=-4.56. (2) Drug 1: C1=C(C(=O)NC(=O)N1)F. Drug 2: C(=O)(N)NO. Cell line: OVCAR3. Synergy scores: CSS=61.2, Synergy_ZIP=-0.558, Synergy_Bliss=-1.93, Synergy_Loewe=-27.1, Synergy_HSA=-2.48. (3) Drug 1: C1=CN(C(=O)N=C1N)C2C(C(C(O2)CO)O)O.Cl. Drug 2: CCC1(C2=C(COC1=O)C(=O)N3CC4=CC5=C(C=CC(=C5CN(C)C)O)N=C4C3=C2)O.Cl. Cell line: CAKI-1. Synergy scores: CSS=47.4, Synergy_ZIP=-3.39, Synergy_Bliss=-3.66, Synergy_Loewe=-7.50, Synergy_HSA=1.52. (4) Drug 1: CC1CCC2CC(C(=CC=CC=CC(CC(C(=O)C(C(C(=CC(C(=O)CC(OC(=O)C3CCCCN3C(=O)C(=O)C1(O2)O)C(C)CC4CCC(C(C4)OC)OCCO)C)C)O)OC)C)C)C)OC. Drug 2: CC(C)CN1C=NC2=C1C3=CC=CC=C3N=C2N. Cell line: MDA-MB-231. Synergy scores: CSS=7.28, Synergy_ZIP=-4.75, Synergy_Bliss=-5.35, Synergy_Loewe=-11.2, Synergy_HSA=-5.19. (5) Drug 1: C1=CC=C(C(=C1)C(C2=CC=C(C=C2)Cl)C(Cl)Cl)Cl. Drug 2: CCN(CC)CCCC(C)NC1=C2C=C(C=CC2=NC3=C1C=CC(=C3)Cl)OC. Cell line: SF-539. Synergy scores: CSS=18.4, Synergy_ZIP=-8.38, Synergy_Bliss=-1.24, Synergy_Loewe=-17.4, Synergy_HSA=1.17. (6) Drug 1: C1CC(=O)NC(=O)C1N2CC3=C(C2=O)C=CC=C3N. Drug 2: CCN(CC)CCCC(C)NC1=C2C=C(C=CC2=NC3=C1C=CC(=C3)Cl)OC. Cell line: SK-MEL-5. Synergy scores: CSS=-5.80, Synergy_ZIP=-1.37, Synergy_Bliss=-7.24, Synergy_Loewe=-47.0, Synergy_HSA=-7.66. (7) Drug 1: C1CC(CNC1)C2=CC=C(C=C2)N3C=C4C=CC=C(C4=N3)C(=O)N. Drug 2: C1CCC(C(C1)[NH-])[NH-].C(=O)(C(=O)[O-])[O-].[Pt+4]. Cell line: SW-620. Synergy scores: CSS=68.5, Synergy_ZIP=2.29, Synergy_Bliss=1.04, Synergy_Loewe=3.34, Synergy_HSA=8.12. (8) Drug 1: C1CC(C1)(C(=O)O)C(=O)O.[NH2-].[NH2-].[Pt+2]. Drug 2: C1CN(P(=O)(OC1)NCCCl)CCCl. Cell line: SF-295. Synergy scores: CSS=17.7, Synergy_ZIP=-0.771, Synergy_Bliss=2.83, Synergy_Loewe=-10.4, Synergy_HSA=2.76.